Task: Predict the reactants needed to synthesize the given product.. Dataset: Full USPTO retrosynthesis dataset with 1.9M reactions from patents (1976-2016) (1) Given the product [C:28]([O:32][C:33](=[O:34])[NH:35][C@H:36]([C:37](=[O:39])[NH:7][CH2:5][CH2:4][CH2:3][CH2:2][CH3:1])[CH2:40][C:41]1[CH:42]=[CH:43][C:44]([N:47]2[CH2:51][C:50](=[O:52])[N:49]([CH2:53][C:54]3[CH:59]=[CH:58][C:57]([O:60][CH3:61])=[CH:56][CH:55]=3)[S:48]2(=[O:63])=[O:62])=[CH:45][CH:46]=1)([CH3:29])([CH3:30])[CH3:31], predict the reactants needed to synthesize it. The reactants are: [CH:1]1[CH:2]=[CH:3][C:4]2N(O)N=[N:7][C:5]=2C=1.C(N)CCCC.CCN=C=NCCCN(C)C.[C:28]([O:32][C:33]([NH:35][C@@H:36]([CH2:40][C:41]1[CH:46]=[CH:45][C:44]([N:47]2[CH2:51][C:50](=[O:52])[N:49]([CH2:53][C:54]3[CH:59]=[CH:58][C:57]([O:60][CH3:61])=[CH:56][CH:55]=3)[S:48]2(=[O:63])=[O:62])=[CH:43][CH:42]=1)[C:37]([OH:39])=O)=[O:34])([CH3:31])([CH3:30])[CH3:29]. (2) Given the product [Cl:1][C:2]1[CH:7]=[CH:6][C:5]([C:8]2[N:13]=[C:12]([C:14]([NH:39][CH2:38]/[C:37](/[CH:40]3[CH2:42][CH2:41]3)=[N:36]/[O:35][CH3:34])=[O:16])[CH:11]=[N:10][C:9]=2[O:17][C@@H:18]([CH3:23])[C:19]([F:22])([F:20])[F:21])=[CH:4][CH:3]=1, predict the reactants needed to synthesize it. The reactants are: [Cl:1][C:2]1[CH:7]=[CH:6][C:5]([C:8]2[N:13]=[C:12]([C:14]([OH:16])=O)[CH:11]=[N:10][C:9]=2[O:17][C@@H:18]([CH3:23])[C:19]([F:22])([F:21])[F:20])=[CH:4][CH:3]=1.C(N(C(C)C)C(C)C)C.Cl.[CH3:34][O:35]/[N:36]=[C:37](\[CH:40]1[CH2:42][CH2:41]1)/[CH2:38][NH2:39]. (3) Given the product [CH2:11]([C:5]1[CH:6]=[C:7]([CH2:9][CH3:10])[CH:8]=[C:3]([CH2:1][CH3:2])[C:4]=1[CH2:15][Cl:16])[CH3:12], predict the reactants needed to synthesize it. The reactants are: [CH2:1]([C:3]1[CH:8]=[C:7]([CH2:9][CH3:10])[CH:6]=[C:5]([CH2:11][CH3:12])[CH:4]=1)[CH3:2].CO[CH2:15][Cl:16].C(O)(=O)C.